Dataset: Catalyst prediction with 721,799 reactions and 888 catalyst types from USPTO. Task: Predict which catalyst facilitates the given reaction. (1) Product: [Cl:1][C:2]1[C:3]([Cl:27])=[CH:4][C:5]2[N:10]3[CH:28]=[N:12][N:11]=[C:9]3[C:8]([N:13]3[CH2:14][CH:15]([N:17]([CH3:25])[C:18](=[O:24])[O:19][C:20]([CH3:22])([CH3:23])[CH3:21])[CH2:16]3)=[N:7][C:6]=2[N:26]=1. The catalyst class is: 28. Reactant: [Cl:1][C:2]1[C:3]([Cl:27])=[CH:4][C:5]2[C:6]([N:26]=1)=[N:7][C:8]([N:13]1[CH2:16][CH:15]([N:17]([CH3:25])[C:18](=[O:24])[O:19][C:20]([CH3:23])([CH3:22])[CH3:21])[CH2:14]1)=[C:9]([NH:11][NH2:12])[N:10]=2.[CH:28](OC)(OC)OC. (2) Reactant: [CH3:1][N:2]1[CH:6]=[C:5]([C:7]2[N:12]=[C:11]3[N:13]([CH2:16][C@@H:17]4[CH2:22][N:21]([C:23]5[N:28]=[CH:27][C:26]([C:29]6[CH:36]=[CH:35][C:32](C=O)=[CH:31][CH:30]=6)=[CH:25][N:24]=5)[CH2:20][CH2:19][O:18]4)[N:14]=[N:15][C:10]3=[N:9][CH:8]=2)[CH:4]=[N:3]1.[NH:37]1[CH2:42][CH2:41][O:40][CH2:39][CH2:38]1.[C:43](O)(=O)C.[BH-](OC(C)=O)(OC(C)=O)OC(C)=O.[Na+].C([O-])([O-])=O.[K+].[K+]. Product: [CH3:1][N:2]1[CH:6]=[C:5]([C:7]2[N:12]=[C:11]3[N:13]([CH2:16][C@H:17]4[O:18][CH2:19][CH2:20][N:21]([C:23]5[N:28]=[CH:27][C:26]([C:29]6[CH:36]=[CH:35][C:32]([CH2:43][N:37]7[CH2:42][CH2:41][O:40][CH2:39][CH2:38]7)=[CH:31][CH:30]=6)=[CH:25][N:24]=5)[CH2:22]4)[N:14]=[N:15][C:10]3=[N:9][CH:8]=2)[CH:4]=[N:3]1. The catalyst class is: 2. (3) Reactant: [F:1][C:2]1[CH:7]=[CH:6][C:5]([CH2:8][C:9]([OH:11])=[O:10])=[CH:4][CH:3]=1.[CH:12]([C:14]1[CH:19]=[CH:18][C:17](/[CH:20]=[CH:21]/[C:22]([O:24][CH3:25])=[O:23])=[CH:16][CH:15]=1)=O.C(OC(=O)C)(=O)C.C(N(C(C)C)CC)(C)C.Cl. Product: [F:1][C:2]1[CH:3]=[CH:4][C:5]([C:8](=[CH:12][C:14]2[CH:15]=[CH:16][C:17](/[CH:20]=[CH:21]/[C:22]([O:24][CH3:25])=[O:23])=[CH:18][CH:19]=2)[C:9]([OH:11])=[O:10])=[CH:6][CH:7]=1. The catalyst class is: 84. (4) Reactant: [CH2:1]1[CH2:11][C:9](=[O:10])[C:8]2[C:3](=[CH:4][CH:5]=[CH:6][CH:7]=2)[CH2:2]1.Cl.[N:13]([O-])=O.[Na+].[N-:17]=[N+:18]=[N-:19].[Na+]. Product: [NH2:13][C:4]1[CH:5]=[CH:6][CH:7]=[C:8]2[C:3]=1[CH2:2][CH2:1][CH2:11][C:9]2=[O:10].[N:17]([C:4]1[CH:5]=[CH:6][CH:7]=[C:8]2[C:3]=1[CH2:2][CH2:1][CH2:11][C:9]2=[O:10])=[N+:18]=[N-:19]. The catalyst class is: 6. (5) Reactant: [Cl:1][C:2]1[CH:10]=[C:9]([C:11]#[C:12][CH2:13][CH2:14][O:15][CH3:16])[C:5]2[O:6][CH2:7][O:8][C:4]=2[C:3]=1[NH:17][C:18]1[C:27]2[C:22](=[CH:23][C:24]([O:30][CH2:31][CH2:32][CH2:33]Cl)=[C:25]([O:28][CH3:29])[CH:26]=2)[N:21]=[CH:20][N:19]=1.[CH3:35][N:36]1[CH2:41][CH2:40][NH:39][CH2:38][C:37]1=[O:42]. Product: [Cl:1][C:2]1[CH:10]=[C:9]([C:11]#[C:12][CH2:13][CH2:14][O:15][CH3:16])[C:5]2[O:6][CH2:7][O:8][C:4]=2[C:3]=1[NH:17][C:18]1[C:27]2[C:22](=[CH:23][C:24]([O:30][CH2:31][CH2:32][CH2:33][N:39]3[CH2:40][CH2:41][N:36]([CH3:35])[C:37](=[O:42])[CH2:38]3)=[C:25]([O:28][CH3:29])[CH:26]=2)[N:21]=[CH:20][N:19]=1. The catalyst class is: 141.